From a dataset of Reaction yield outcomes from USPTO patents with 853,638 reactions. Predict the reaction yield, written as a fraction of the theoretical maximum amount of product (1.0 means a 100% yield; for example, 0.34 means a 34% yield). The reactants are O.ON1C2C=CC=CC=2N=N1.[CH:12]1([NH2:15])[CH2:14][CH2:13]1.Cl.C(N=C=NCCCN(C)C)C.[CH2:28]([O:35][C:36]([N:38]1[CH2:42][C@@H:41]([OH:43])[C@H:40]([C:44](O)=[O:45])[CH2:39]1)=[O:37])[C:29]1[CH:34]=[CH:33][CH:32]=[CH:31][CH:30]=1. The catalyst is O1CCCC1. The product is [CH:12]1([NH:15][C:44]([C@H:40]2[C@H:41]([OH:43])[CH2:42][N:38]([C:36]([O:35][CH2:28][C:29]3[CH:34]=[CH:33][CH:32]=[CH:31][CH:30]=3)=[O:37])[CH2:39]2)=[O:45])[CH2:14][CH2:13]1. The yield is 0.430.